From a dataset of Reaction yield outcomes from USPTO patents with 853,638 reactions. Predict the reaction yield, written as a fraction of the theoretical maximum amount of product (1.0 means a 100% yield; for example, 0.34 means a 34% yield). (1) The reactants are [CH2:1]([O:3][C:4](=[O:29])[C:5]1[CH:10]=[CH:9][C:8]([O:11][CH:12]2[CH2:17][CH2:16][CH:15]([N:18]3C(=O)C4C(=CC=CC=4)C3=O)[CH2:14][CH2:13]2)=[CH:7][CH:6]=1)[CH3:2].O.NN. The catalyst is C(Cl)(Cl)Cl.C(O)C. The product is [CH2:1]([O:3][C:4](=[O:29])[C:5]1[CH:6]=[CH:7][C:8]([O:11][CH:12]2[CH2:17][CH2:16][CH:15]([NH2:18])[CH2:14][CH2:13]2)=[CH:9][CH:10]=1)[CH3:2]. The yield is 0.980. (2) The reactants are C([O:8][C:9]1[CH:14]=[CH:13][C:12]([C:15]2[CH2:16][CH2:17][O:18][CH2:19][CH:20]=2)=[CH:11][CH:10]=1)C1C=CC=CC=1.[H][H]. The catalyst is CCO.[Pd]. The product is [O:18]1[CH2:19][CH2:20][CH:15]([C:12]2[CH:11]=[CH:10][C:9]([OH:8])=[CH:14][CH:13]=2)[CH2:16][CH2:17]1. The yield is 0.900. (3) The reactants are [OH:1][C:2]1[CH:7]=[CH:6][C:5]([CH2:8][CH2:9][C:10]2[CH:24]=[CH:23][C:13]3[CH:14]=[C:15]([CH:17]([NH:19][C:20](=[O:22])[CH3:21])[CH3:18])[O:16][C:12]=3[CH:11]=2)=[CH:4][CH:3]=1.Br[CH:26]1[CH2:30][CH2:29][CH2:28][CH2:27]1. No catalyst specified. The product is [CH:26]1([O:1][C:2]2[CH:3]=[CH:4][C:5]([CH2:8][CH2:9][C:10]3[CH:24]=[CH:23][C:13]4[CH:14]=[C:15]([CH:17]([NH:19][C:20](=[O:22])[CH3:21])[CH3:18])[O:16][C:12]=4[CH:11]=3)=[CH:6][CH:7]=2)[CH2:30][CH2:29][CH2:28][CH2:27]1. The yield is 0.250. (4) The reactants are Br[C:2]1[CH:7]=[CH:6][CH:5]=[CH:4][N:3]=1.C([Li])CCC.[CH2:13]([O:15][C:16]1[CH:17]=[C:18]([CH:21]=[CH:22][C:23]=1[OH:24])[CH:19]=[O:20])[CH3:14].O. The catalyst is O1CCCC1.CCCCCC. The product is [CH2:13]([O:15][C:16]1[CH:17]=[C:18]([CH:19]([OH:20])[C:2]2[CH:7]=[CH:6][CH:5]=[CH:4][N:3]=2)[CH:21]=[CH:22][C:23]=1[OH:24])[CH3:14]. The yield is 0.430. (5) The reactants are CCN=C=NCCCN(C)C.[CH:12]1[CH:13]=CC2N(O)N=N[C:16]=2[CH:17]=1.C[N:23]1[CH2:28][CH2:27][O:26]CC1.[C:29]([O:33][C:34]([CH3:37])([CH3:36])[CH3:35])(=[O:32])[NH:30][NH2:31].[C:38]([O:41][CH2:42]C)(=[O:40])C. No catalyst specified. The product is [CH3:42][O:41][C:38]([NH:23][C@@H:28]([C@@H:12]([CH3:13])[CH2:17][CH3:16])[C:27]([NH:31][NH:30][C:29]([O:33][C:34]([CH3:37])([CH3:36])[CH3:35])=[O:32])=[O:26])=[O:40]. The yield is 0.890. (6) The reactants are [CH3:1][CH:2]([OH:4])[CH3:3].[Na].Cl[C:7]1[N:12]=[C:11]([O:13][CH:14]([CH3:16])[CH3:15])[N:10]=[C:9]([NH:17][C:18]2[CH:23]=[CH:22][C:21]([N:24]3[CH:28]=[C:27]([CH3:29])[N:26]=[CH:25]3)=[C:20]([O:30][CH3:31])[CH:19]=2)[N:8]=1. The catalyst is O. The product is [CH:2]([O:4][C:7]1[N:12]=[C:11]([O:13][CH:14]([CH3:16])[CH3:15])[N:10]=[C:9]([NH:17][C:18]2[CH:23]=[CH:22][C:21]([N:24]3[CH:28]=[C:27]([CH3:29])[N:26]=[CH:25]3)=[C:20]([O:30][CH3:31])[CH:19]=2)[N:8]=1)([CH3:3])[CH3:1]. The yield is 0.670. (7) The reactants are [Br:1][C:2]1[CH:3]=[C:4]([NH:10][C:11]2[N:12]=[CH:13][N:14]([CH:16]3[CH2:21][CH2:20][N:19](C(OC(C)(C)C)=O)[CH2:18][CH2:17]3)[CH:15]=2)[C:5](=[O:9])[N:6]([CH3:8])[CH:7]=1. The catalyst is FC(F)(F)C(O)=O. The product is [Br:1][C:2]1[CH:3]=[C:4]([NH:10][C:11]2[N:12]=[CH:13][N:14]([CH:16]3[CH2:21][CH2:20][NH:19][CH2:18][CH2:17]3)[CH:15]=2)[C:5](=[O:9])[N:6]([CH3:8])[CH:7]=1. The yield is 0.880.